Predict the reaction yield, written as a fraction of the theoretical maximum amount of product (1.0 means a 100% yield; for example, 0.34 means a 34% yield). From a dataset of Reaction yield outcomes from USPTO patents with 853,638 reactions. (1) The product is [C:9]([O:13][C:14]([N:16]1[CH2:17][CH2:18][N:19]([C:22]2[C:23]3[CH:30]=[CH:29][C:28]([F:31])=[CH:27][C:24]=3[S:25][C:26]=2[Br:1])[CH2:20][CH2:21]1)=[O:15])([CH3:12])([CH3:10])[CH3:11]. The yield is 0.940. The catalyst is C(Cl)(Cl)(Cl)Cl. The reactants are [Br:1]N1C(=O)CCC1=O.[C:9]([O:13][C:14]([N:16]1[CH2:21][CH2:20][N:19]([C:22]2[C:23]3[CH:30]=[CH:29][C:28]([F:31])=[CH:27][C:24]=3[S:25][CH:26]=2)[CH2:18][CH2:17]1)=[O:15])([CH3:12])([CH3:11])[CH3:10]. (2) The reactants are [Br:1][C:2]1[CH:3]=[CH:4][C:5]([OH:18])=[C:6]([C:8](=[O:17])[CH2:9][C:10]2[CH:15]=[CH:14][CH:13]=[CH:12][C:11]=2[CH3:16])[CH:7]=1.[C:19](OC(=O)CC)(=O)[CH2:20][CH3:21].Cl. The catalyst is C(N(CC)CC)C. The product is [Br:1][C:2]1[CH:7]=[C:6]2[C:5](=[CH:4][CH:3]=1)[O:18][C:19]([CH2:20][CH3:21])=[C:9]([C:10]1[CH:15]=[CH:14][CH:13]=[CH:12][C:11]=1[CH3:16])[C:8]2=[O:17]. The yield is 0.200.